The task is: Predict hERG channel inhibition at various concentrations.. This data is from hERG Central: cardiac toxicity at 1µM, 10µM, and general inhibition. The drug is CCOC(=O)C1CCN(C(=O)CCc2c(C)nc3c(-c4ccc(F)cc4)c(C)nn3c2C)CC1. Results: hERG_inhib (hERG inhibition (general)): blocker.